From a dataset of Full USPTO retrosynthesis dataset with 1.9M reactions from patents (1976-2016). Predict the reactants needed to synthesize the given product. (1) Given the product [ClH:38].[ClH:38].[NH2:2][CH2:1][CH2:3][O:4][C:5]1[CH:10]=[CH:9][C:8]([C:11]2[CH:16]=[CH:15][C:14]([C:17]3[CH:22]=[CH:21][C:20]([CH2:23][CH2:24][CH2:25][NH2:26])=[CH:19][C:18]=3[CH2:27][CH:28]([CH3:29])[CH3:30])=[CH:13][C:12]=2[CH:31]([CH3:33])[CH3:32])=[CH:7][C:6]=1[CH2:34][CH:35]([CH3:37])[CH3:36], predict the reactants needed to synthesize it. The reactants are: [C:1]([CH2:3][O:4][C:5]1[CH:10]=[CH:9][C:8]([C:11]2[CH:16]=[CH:15][C:14]([C:17]3[CH:22]=[CH:21][C:20]([CH2:23][CH2:24][C:25]#[N:26])=[CH:19][C:18]=3[CH2:27][CH:28]([CH3:30])[CH3:29])=[CH:13][C:12]=2[CH:31]([CH3:33])[CH3:32])=[CH:7][C:6]=1[CH2:34][CH:35]([CH3:37])[CH3:36])#[N:2].[ClH:38]. (2) Given the product [CH:1]1([CH2:7][O:8][C:9]2[C:10]3[N:11]([C:15]([C:19]([Cl:24])=[O:21])=[C:16]([CH3:18])[N:17]=3)[CH:12]=[CH:13][CH:14]=2)[CH2:6][CH2:5][CH2:4][CH2:3][CH2:2]1, predict the reactants needed to synthesize it. The reactants are: [CH:1]1([CH2:7][O:8][C:9]2[C:10]3[N:11]([C:15]([C:19]([OH:21])=O)=[C:16]([CH3:18])[N:17]=3)[CH:12]=[CH:13][CH:14]=2)[CH2:6][CH2:5][CH2:4][CH2:3][CH2:2]1.S(Cl)([Cl:24])=O. (3) Given the product [CH:25]1([N:15]2[C:16]3[C:12](=[C:11]([OH:10])[CH:19]=[C:18]([C:20]([O:22][CH2:23][CH3:24])=[O:21])[CH:17]=3)[CH:13]=[CH:14]2)[CH2:26][CH2:27]1, predict the reactants needed to synthesize it. The reactants are: C([O-])([O-])=O.[K+].[K+].C([O:10][C:11]1[CH:19]=[C:18]([C:20]([O:22][CH2:23][CH3:24])=[O:21])[CH:17]=[C:16]2[C:12]=1[CH:13]=[CH:14][N:15]2[CH:25]1[CH2:27][CH2:26]1)(=O)C. (4) Given the product [C:21]([C:5]1[C:4]2[C:8](=[CH:9][CH:10]=[C:2]([OH:1])[CH:3]=2)[N:7]([CH2:11][C:12]([O:14][C:15]([CH3:18])([CH3:17])[CH3:16])=[O:13])[N:6]=1)#[N:22], predict the reactants needed to synthesize it. The reactants are: [OH:1][C:2]1[CH:3]=[C:4]2[C:8](=[CH:9][CH:10]=1)[N:7]([CH2:11][C:12]([O:14][C:15]([CH3:18])([CH3:17])[CH3:16])=[O:13])[N:6]=[C:5]2I.O.[CH3:21][N:22](C=O)C. (5) Given the product [F:40][C:41]1[CH:46]=[CH:45][C:44]([C:4]2[CH:3]=[C:2]([CH3:1])[C:7]([CH2:8][C@@H:9]3[CH2:13][CH2:12][N:11]([CH:14]4[CH2:22][CH2:21][C:20]5[C:16](=[CH:17][NH:18][N:19]=5)[CH2:15]4)[C:10]3=[O:30])=[C:6]([CH3:31])[CH:5]=2)=[CH:43][CH:42]=1, predict the reactants needed to synthesize it. The reactants are: [CH3:1][C:2]1[CH:3]=[C:4](OS(C(F)(F)F)(=O)=O)[CH:5]=[C:6]([CH3:31])[C:7]=1[CH2:8][C@@H:9]1[CH2:13][CH2:12][N:11]([CH:14]2[CH2:22][CH2:21][C:20]3[C:16](=[CH:17][N:18](S(C(F)(F)F)(=O)=O)[N:19]=3)[CH2:15]2)[C:10]1=[O:30].[F:40][C:41]1[CH:46]=[CH:45][C:44](B(O)O)=[CH:43][CH:42]=1.C(=O)([O-])[O-].[Na+].[Na+].[Li+].[OH-]. (6) Given the product [OH:24][C:7]1[CH:8]=[CH:9][CH:10]=[C:11]2[C:6]=1[C:5]1[CH2:12][C:13]3[CH:14]=[CH:15][CH:16]=[CH:17][C:18]=3[C:4]=1[NH:3][C:2]2=[O:1], predict the reactants needed to synthesize it. The reactants are: [O:1]=[C:2]1[C:11]2[C:6](=[CH:7][CH:8]=[CH:9][CH:10]=2)[C:5]2[C:12](=O)[C:13]3[CH:14]=[CH:15][CH:16]=[CH:17][C:18]=3[C:4]=2[NH:3]1.[BH4-].[Na+].CC[OH:24]. (7) Given the product [Cl:1][C:2]1[CH:3]=[C:4]([CH:7]=[C:8]([O:10][CH3:11])[CH:9]=1)[CH:5]=[O:6], predict the reactants needed to synthesize it. The reactants are: [Cl:1][C:2]1[CH:3]=[C:4]([CH:7]=[C:8]([O:10][CH3:11])[CH:9]=1)[CH2:5][OH:6].[Cr](Cl)([O-])(=O)=O.[NH+]1C=CC=CC=1. (8) Given the product [C:10]([C:14]1[N:19]=[C:18]([N:20]2[CH2:21][CH2:22][N:23]([CH2:26][CH2:27][CH2:28][CH2:29][NH:30][C:7]([C:2]3[CH:3]=[N:4][CH:5]=[CH:6][N:1]=3)=[O:9])[CH2:24][CH2:25]2)[CH:17]=[C:16]([CH:31]2[CH2:34][CH2:33][CH2:32]2)[N:15]=1)([CH3:13])([CH3:11])[CH3:12], predict the reactants needed to synthesize it. The reactants are: [N:1]1[CH:6]=[CH:5][N:4]=[CH:3][C:2]=1[C:7]([OH:9])=O.[C:10]([C:14]1[N:19]=[C:18]([N:20]2[CH2:25][CH2:24][N:23]([CH2:26][CH2:27][CH2:28][CH2:29][NH2:30])[CH2:22][CH2:21]2)[CH:17]=[C:16]([CH:31]2[CH2:34][CH2:33][CH2:32]2)[N:15]=1)([CH3:13])([CH3:12])[CH3:11].C(N(C(C)C)CC)(C)C.OC1C2N=NNC=2C=CC=1.Cl.C(N=C=NCCCN(C)C)C. (9) The reactants are: Cl[C:2]1[N:10]=[C:9]([CH3:11])[N:8]=[C:7]2[C:3]=1[N:4]=[CH:5][N:6]2[CH:12]1[CH2:17][CH2:16][CH2:15][CH2:14][O:13]1.[Cl:18][C:19]1[CH:24]=[CH:23][N:22]=[CH:21][C:20]=1B1OC(C)(C)C(C)(C)O1.C(=O)([O-])[O-].[Cs+].[Cs+]. Given the product [Cl:18][C:19]1[CH:24]=[CH:23][N:22]=[CH:21][C:20]=1[C:2]1[N:10]=[C:9]([CH3:11])[N:8]=[C:7]2[C:3]=1[N:4]=[CH:5][N:6]2[CH:12]1[CH2:17][CH2:16][CH2:15][CH2:14][O:13]1, predict the reactants needed to synthesize it.